Dataset: Reaction yield outcomes from USPTO patents with 853,638 reactions. Task: Predict the reaction yield, written as a fraction of the theoretical maximum amount of product (1.0 means a 100% yield; for example, 0.34 means a 34% yield). (1) The product is [NH:1]1[C:9]2[C:4](=[CH:5][CH:6]=[C:7](/[CH:10]=[CH:11]/[C:12]3[NH:40][N:39]=[C:14](/[CH:15]=[CH:16]/[C:17]4[CH:22]=[CH:21][C:20]([O:23][CH2:24][CH2:25][N:26]5[CH2:31][CH2:30][O:29][CH2:28][CH2:27]5)=[CH:19][CH:18]=4)[CH:13]=3)[CH:8]=2)[CH:3]=[CH:2]1. The yield is 0.420. The reactants are [NH:1]1[C:9]2[C:4](=[CH:5][CH:6]=[C:7](/[CH:10]=[CH:11]/[C:12](=O)[CH2:13][C:14](=O)/[CH:15]=[CH:16]/[C:17]3[CH:22]=[CH:21][C:20]([O:23][CH2:24][CH2:25][N:26]4[CH2:31][CH2:30][O:29][CH2:28][CH2:27]4)=[CH:19][CH:18]=3)[CH:8]=2)[CH:3]=[CH:2]1.CC(O)=O.O.[NH2:39][NH2:40].C([O-])([O-])=O.[K+].[K+]. The catalyst is C1COCC1.CCOC(C)=O.O. (2) The reactants are [F:1][C:2]1[CH:7]=[C:6]([CH3:8])[CH:5]=[CH:4][C:3]=1[NH:9][C:10]1[C:19]2[C:14](=[CH:15][C:16]([O:26][CH3:27])=[C:17]([N:20]3[CH2:25][CH2:24][NH:23][CH2:22][CH2:21]3)[CH:18]=2)[N:13]=[N:12][C:11]=1[C:28]([NH2:30])=[O:29].F[P-](F)(F)(F)(F)F.N1(O[P+](N2CCCC2)(N2CCCC2)N2CCCC2)C2C=CC=CC=2N=N1.[OH:64][C@H:65]([CH3:69])[C:66](O)=[O:67].C(N(C(C)C)C(C)C)C. The catalyst is C(Cl)Cl.CO.O. The product is [F:1][C:2]1[CH:7]=[C:6]([CH3:8])[CH:5]=[CH:4][C:3]=1[NH:9][C:10]1[C:19]2[C:14](=[CH:15][C:16]([O:26][CH3:27])=[C:17]([N:20]3[CH2:21][CH2:22][N:23]([C:66](=[O:67])[C@H:65]([OH:64])[CH3:69])[CH2:24][CH2:25]3)[CH:18]=2)[N:13]=[N:12][C:11]=1[C:28]([NH2:30])=[O:29]. The yield is 0.370. (3) The reactants are [CH:1]([O:4][C:5]1[CH:13]=[CH:12][C:8]([C:9]([OH:11])=[O:10])=[CH:7][CH:6]=1)([CH3:3])[CH3:2].S(=O)(=O)(O)O.[CH3:19]O. No catalyst specified. The product is [CH3:19][O:10][C:9](=[O:11])[C:8]1[CH:12]=[CH:13][C:5]([O:4][CH:1]([CH3:3])[CH3:2])=[CH:6][CH:7]=1. The yield is 0.670. (4) The reactants are C([C@@:9]1([OH:34])[C@@H:13]([CH:14](C(=O)C2C=CC=CC=2)[OH:15])[O:12][C@@H:11]([N:24]2[CH:31]=[CH:30][C:28](=[O:29])[NH:27][C:25]2=[O:26])[C@@:10]1([F:33])[CH3:32])(=O)C1C=CC=CC=1.N. The catalyst is CO. The product is [F:33][C@:10]1([CH3:32])[C@H:9]([OH:34])[C@@H:13]([CH2:14][OH:15])[O:12][C@H:11]1[N:24]1[CH:31]=[CH:30][C:28](=[O:29])[NH:27][C:25]1=[O:26]. The yield is 0.600. (5) The reactants are [NH2:1][C:2]1[C:3]([C:9]#N)=[N:4][CH:5]=[C:6]([CH3:8])[CH:7]=1.[Cl:11][C:12]1[CH:17]=[CH:16][C:15]([S:18](Cl)(=[O:20])=[O:19])=[CH:14][C:13]=1[C:22]([F:25])([F:24])[F:23].[OH-:26].[Na+].Cl.[OH2:29]. The yield is 0.880. The catalyst is N1C=CC=CC=1.C1COCC1.O1CCOCC1. The product is [Cl:11][C:12]1[CH:17]=[CH:16][C:15]([S:18]([NH:1][C:2]2[C:3]([C:9]([OH:29])=[O:26])=[N:4][CH:5]=[C:6]([CH3:8])[CH:7]=2)(=[O:20])=[O:19])=[CH:14][C:13]=1[C:22]([F:25])([F:24])[F:23]. (6) The reactants are [CH3:1][C@H:2]1[CH2:7][O:6][CH2:5][CH2:4][NH:3]1.CCN=C=NCCCN(C)C.C1C=CC2N(O)N=NC=2C=1.[NH2:29][C:30]1[CH:38]=[CH:37][C:33]([C:34](O)=[O:35])=[CH:32][N:31]=1. The catalyst is C(O)C. The product is [NH2:29][C:30]1[N:31]=[CH:32][C:33]([C:34]([N:3]2[CH2:4][CH2:5][O:6][CH2:7][C@@H:2]2[CH3:1])=[O:35])=[CH:37][CH:38]=1. The yield is 0.300. (7) The reactants are [F-].C([N+](CCCC)(CCCC)CCCC)CCC.[Si]([O:26][C@@H:27]([CH3:48])[C@H:28]([N:37]1[CH:45]=[N:44][C:43]2[C:38]1=[N:39][CH:40]=[N:41][C:42]=2[O:46][CH3:47])[CH2:29][CH2:30][C:31]1[CH:36]=[CH:35][CH:34]=[CH:33][CH:32]=1)(C(C)(C)C)(C)C.ClCCl.CO. The catalyst is O1CCCC1. The product is [CH3:47][O:46][C:42]1[N:41]=[CH:40][N:39]=[C:38]2[C:43]=1[N:44]=[CH:45][N:37]2[C@H:28]([CH2:29][CH2:30][C:31]1[CH:36]=[CH:35][CH:34]=[CH:33][CH:32]=1)[C@@H:27]([OH:26])[CH3:48]. The yield is 0.780. (8) The reactants are [CH3:13][C:12]([O:11][C:9](O[C:9]([O:11][C:12]([CH3:15])([CH3:14])[CH3:13])=[O:10])=[O:10])([CH3:15])[CH3:14].Cl.[OH:17][C:18]1[CH:27]=[CH:26][C:25]2[CH:24]([C:28]([O:30][CH2:31][CH3:32])=[O:29])[NH:23][CH2:22][CH2:21][C:20]=2[N:19]=1.C1COCC1.[Na+].[Cl-]. The catalyst is O. The product is [OH:17][C:18]1[CH:27]=[CH:26][C:25]2[CH:24]([C:28]([O:30][CH2:31][CH3:32])=[O:29])[N:23]([C:9]([O:11][C:12]([CH3:13])([CH3:14])[CH3:15])=[O:10])[CH2:22][CH2:21][C:20]=2[N:19]=1. The yield is 0.660. (9) The reactants are NN.[N+:3]([C:6]1[CH:7]=[C:8]([C:15]2[CH:16]=[N:17][CH:18]=[N:19][CH:20]=2)[C:9]2[O:13][CH:12]=[CH:11][C:10]=2[CH:14]=1)([O-])=O. The catalyst is C(O)C.C1COCC1.[Ni]. The product is [N:17]1[CH:16]=[C:15]([C:8]2[C:9]3[O:13][CH:12]=[CH:11][C:10]=3[CH:14]=[C:6]([NH2:3])[CH:7]=2)[CH:20]=[N:19][CH:18]=1. The yield is 0.800.